This data is from Reaction yield outcomes from USPTO patents with 853,638 reactions. The task is: Predict the reaction yield, written as a fraction of the theoretical maximum amount of product (1.0 means a 100% yield; for example, 0.34 means a 34% yield). (1) The reactants are [Si]([O:8][CH2:9][CH2:10][N:11]1[CH:15]=[CH:14][C:13]([NH:16][C:17]2[C:18]3[N:19]([C:24]([C:27]#[N:28])=[CH:25][N:26]=3)[N:20]=[C:21](Cl)[CH:22]=2)=[N:12]1)(C(C)(C)C)(C)C.[CH3:29][O:30][C:31]1[CH:32]=[C:33]([CH:35]=[C:36]([N:38]2[C:42]([CH3:43])=[N:41][N:40]=[N:39]2)[CH:37]=1)[NH2:34].C(P(C(C)(C)C)C1(C)CC1(C1C=CC=CC=1)C1C=CC=CC=1)(C)(C)C.CC(C)([O-])C.[Na+]. The catalyst is C1(C)C=CC=CC=1.[CH2-]C=C.[CH2-]C=C.Cl[Pd+].Cl[Pd+].CO. The product is [OH:8][CH2:9][CH2:10][N:11]1[CH:15]=[CH:14][C:13]([NH:16][C:17]2[C:18]3[N:19]([C:24]([C:27]#[N:28])=[CH:25][N:26]=3)[N:20]=[C:21]([NH:34][C:33]3[CH:35]=[C:36]([N:38]4[C:42]([CH3:43])=[N:41][N:40]=[N:39]4)[CH:37]=[C:31]([O:30][CH3:29])[CH:32]=3)[CH:22]=2)=[N:12]1. The yield is 0.0384. (2) The product is [NH2:91][C:89]1[N:88]=[CH:87][N:86]=[C:85]2[N:84]([CH:47]([C:49]3[O:50][C:51](=[O:72])[C:52]4[C:57]([C:58]=3[C:59]3[S:60][C:61]([CH2:64][N:65]5[CH2:70][CH2:69][N:68]([CH3:71])[CH2:67][CH2:66]5)=[CH:62][CH:63]=3)=[CH:56][CH:55]=[CH:54][CH:53]=4)[CH3:48])[N:83]=[C:82]([C:76]3[CH:77]=[C:78]([O:80][CH3:81])[CH:79]=[C:74]([F:73])[CH:75]=3)[C:90]=12. The reactants are Cl.Cl.NC1N=CN=C2N(C(C3OC(=O)C4C(C=3C3SC(CN5CCNCC5)=CC=3)=CC=CC=4)C)N=C(C3C=C(O)C=C(F)C=3)C=12.O[CH:47]([C:49]1[O:50][C:51](=[O:72])[C:52]2[C:57]([C:58]=1[C:59]1[S:60][C:61]([CH2:64][N:65]3[CH2:70][CH2:69][N:68]([CH3:71])[CH2:67][CH2:66]3)=[CH:62][CH:63]=1)=[CH:56][CH:55]=[CH:54][CH:53]=2)[CH3:48].[F:73][C:74]1[CH:75]=[C:76]([C:82]2[C:90]3[C:85](=[N:86][CH:87]=[N:88][C:89]=3[NH2:91])[NH:84][N:83]=2)[CH:77]=[C:78]([O:80][CH3:81])[CH:79]=1. No catalyst specified. The yield is 0.628.